Dataset: Forward reaction prediction with 1.9M reactions from USPTO patents (1976-2016). Task: Predict the product of the given reaction. (1) Given the reactants [Na+].[CH:2]([O:5][C:6]([NH:8][C:9]1[CH:14]=[CH:13][C:12]([C:15]2[CH:20]=[CH:19][C:18]([S:21]([O-:24])(=O)=[O:22])=[CH:17][CH:16]=2)=[CH:11][CH:10]=1)=[O:7])([CH3:4])[CH3:3].N1C=CC=CC=1.O=P(Cl)(Cl)[Cl:33].P(Cl)(Cl)(Cl)(Cl)Cl.[Na+].[Cl-], predict the reaction product. The product is: [CH:2]([O:5][C:6](=[O:7])[NH:8][C:9]1[CH:14]=[CH:13][C:12]([C:15]2[CH:20]=[CH:19][C:18]([S:21]([Cl:33])(=[O:24])=[O:22])=[CH:17][CH:16]=2)=[CH:11][CH:10]=1)([CH3:4])[CH3:3]. (2) Given the reactants [H-].[Na+].[CH:3]([C:6]1[CH:25]=[CH:24][C:9]([O:10][CH2:11][C:12]([NH:14][C:15]2[CH:16]=[C:17]([CH:21]=C[CH:23]=2)C([O-])=O)=[O:13])=[CH:8][C:7]=1[CH3:26])([CH3:5])[CH3:4].[CH3:27]I.[C:29]([O:32][CH2:33]C)(=[O:31])[CH3:30], predict the reaction product. The product is: [CH:3]([C:6]1[CH:25]=[CH:24][C:9]([O:10][CH2:11][C:12]([N:14]([C:15]2[CH:23]=[C:30]([CH:21]=[CH:17][CH:16]=2)[C:29]([O:32][CH3:33])=[O:31])[CH3:27])=[O:13])=[CH:8][C:7]=1[CH3:26])([CH3:4])[CH3:5]. (3) Given the reactants [Cl:1][C:2]1[CH:10]=[CH:9][C:8]([C:11]2[C:12]([C@@H:22]([NH:32][C:33](=[O:49])[CH2:34][N:35]3[C:39]4[C:40]([F:45])([F:44])[C@@H:41]5[CH2:43][C@@H:42]5[C:38]=4[C:37]([CH:46]([F:48])[F:47])=[N:36]3)[CH2:23][C:24]3[CH:29]=[C:28]([F:30])[CH:27]=[C:26]([F:31])[CH:25]=3)=[N:13][C:14]([N:17]([CH2:19][CH2:20][OH:21])[CH3:18])=[CH:15][CH:16]=2)=[C:7]2[C:3]=1[C:4]([NH:51][S:52]([CH3:55])(=[O:54])=[O:53])=[N:5][N:6]2[CH3:50].[F:56]C1(F)C2N(CC(O)=O)N=C(C(F)(F)F)C=2[C@H]2C[C@@H]12, predict the reaction product. The product is: [Cl:1][C:2]1[CH:10]=[CH:9][C:8]([C:11]2[C:12]([C@@H:22]([NH:32][C:33](=[O:49])[CH2:34][N:35]3[C:39]4[C:40]([F:44])([F:45])[C@@H:41]5[CH2:43][C@@H:42]5[C:38]=4[C:37]([C:46]([F:56])([F:47])[F:48])=[N:36]3)[CH2:23][C:24]3[CH:29]=[C:28]([F:30])[CH:27]=[C:26]([F:31])[CH:25]=3)=[N:13][C:14]([N:17]([CH2:19][CH2:20][OH:21])[CH3:18])=[CH:15][CH:16]=2)=[C:7]2[C:3]=1[C:4]([NH:51][S:52]([CH3:55])(=[O:53])=[O:54])=[N:5][N:6]2[CH3:50].